This data is from Forward reaction prediction with 1.9M reactions from USPTO patents (1976-2016). The task is: Predict the product of the given reaction. (1) The product is: [NH2:17][CH:4]([CH2:3][CH:2]([CH3:12])[CH3:1])[CH2:5][C:6]([O:8][CH2:9][CH3:10])=[O:7]. Given the reactants [CH3:1][CH:2]([CH3:12])[CH2:3][C:4](=O)[CH2:5][C:6]([O:8][CH2:9][CH3:10])=[O:7].C([O-])(=O)C.[NH4+:17], predict the reaction product. (2) The product is: [CH3:1][C:2]1[C:6]2[C:7](=[O:19])[N:8]([CH2:11][CH2:12][N:13]3[CH2:14][CH2:15][O:16][CH2:17][CH2:18]3)[CH2:9][CH2:10][C:5]=2[NH:4][C:3]=1[CH:20]=[C:31]1[C:30]2[C:25](=[CH:26][CH:27]=[C:28]([NH:32][CH:33]=[O:34])[CH:29]=2)[NH:24][C:23]1=[O:22]. Given the reactants [CH3:1][C:2]1[C:6]2[C:7](=[O:19])[N:8]([CH2:11][CH2:12][N:13]3[CH2:18][CH2:17][O:16][CH2:15][CH2:14]3)[CH2:9][CH2:10][C:5]=2[NH:4][C:3]=1[CH:20]=O.[O:22]=[C:23]1[CH2:31][C:30]2[C:25](=[CH:26][CH:27]=[C:28]([NH:32][CH:33]=[O:34])[CH:29]=2)[NH:24]1, predict the reaction product.